The task is: Predict the reaction yield, written as a fraction of the theoretical maximum amount of product (1.0 means a 100% yield; for example, 0.34 means a 34% yield).. This data is from Reaction yield outcomes from USPTO patents with 853,638 reactions. (1) The reactants are C1C2C(COC([NH:18][C:19]([CH3:66])([C:21]([NH:23][C@H:24]([C:28]([N:30]([C@@H:32]([C@@H:62]([CH3:65])[CH2:63][CH3:64])[C@H:33]([O:60][CH3:61])[CH2:34][C:35]([N:37]3[CH2:41][CH2:40][CH2:39][C@H:38]3[C@H:42]([O:58][CH3:59])[C@@H:43]([CH3:57])[C:44]([NH:46][C@H:47]([CH3:56])[C@@H:48]([OH:55])[C:49]3[CH:54]=[CH:53][CH:52]=[CH:51][CH:50]=3)=[O:45])=[O:36])[CH3:31])=[O:29])[CH:25]([CH3:27])[CH3:26])=[O:22])[CH3:20])=O)C3C(=CC=CC=3)C=2C=CC=1.C(OCC)C.CCCCCCC. The catalyst is ClCCl.C(NCC)C. The product is [CH3:20][C:19]([C:21]([NH:23][C@H:24]([C:28]([N:30]([C@@H:32]([C@@H:62]([CH3:65])[CH2:63][CH3:64])[C@H:33]([O:60][CH3:61])[CH2:34][C:35]([N:37]1[CH2:41][CH2:40][CH2:39][C@H:38]1[C@H:42]([O:58][CH3:59])[C@@H:43]([CH3:57])[C:44]([NH:46][C@H:47]([CH3:56])[C@@H:48]([OH:55])[C:49]1[CH:54]=[CH:53][CH:52]=[CH:51][CH:50]=1)=[O:45])=[O:36])[CH3:31])=[O:29])[CH:25]([CH3:26])[CH3:27])=[O:22])([CH3:66])[NH2:18]. The yield is 0.510. (2) The reactants are C([Li])(C)(C)C.Br[C:7]1[CH:12]=[CH:11][C:10]([F:13])=[C:9]([O:14][CH3:15])[CH:8]=1.[Br:16][C:17]1[CH:18]=[C:19](/[C:23](/[C:31]2[CH:36]=[CH:35][CH:34]=[C:33]([F:37])[C:32]=2[C:38]#[N:39])=[N:24]\S(C(C)(C)C)=O)[CH:20]=[CH:21][CH:22]=1.Cl.CO. The catalyst is C1COCC1. The product is [Br:16][C:17]1[CH:18]=[C:19]([C:23]2([C:7]3[CH:12]=[CH:11][C:10]([F:13])=[C:9]([O:14][CH3:15])[CH:8]=3)[C:31]3[C:32](=[C:33]([F:37])[CH:34]=[CH:35][CH:36]=3)[C:38]([NH2:39])=[N:24]2)[CH:20]=[CH:21][CH:22]=1. The yield is 0.930. (3) The reactants are [NH2:1][C:2]1[C:3]([NH:13][CH2:14][CH2:15][CH2:16][OH:17])=[C:4]([CH:9]=[CH:10][C:11]=1[Cl:12])[C:5]([O:7][CH3:8])=[O:6].[Cl:18][C:19]1[C:20]([N:26]=[C:27]=[S:28])=[N:21][CH:22]=[C:23]([Cl:25])[CH:24]=1. The catalyst is O1CCCC1. The product is [Cl:12][C:11]1[CH:10]=[CH:9][C:4]([C:5]([O:7][CH3:8])=[O:6])=[C:3]([NH:13][CH2:14][CH2:15][CH2:16][OH:17])[C:2]=1[NH:1][C:27](=[S:28])[NH:26][C:20]1[C:19]([Cl:18])=[CH:24][C:23]([Cl:25])=[CH:22][N:21]=1. The yield is 0.610. (4) The reactants are [CH2:1]([NH:3][C:4]([NH:6][C:7]1[CH:12]=[CH:11][C:10](NC2N=C(N[C:10]3[CH:11]=[CH:12][C:7]([NH:6][C:4]([NH:3][CH2:1][CH3:2])=[O:5])=[CH:8][CH:9]=3)C(F)=CN=2)=[CH:9][CH:8]=1)=[O:5])[CH3:2].[NH2:34]C1C=CC=C(N)C=1.C(N=C=O)C.C(=O)([O-])[O-].[K+].[K+]. No catalyst specified. The product is [CH2:1]([NH:3][C:4]([NH:6][C:7]1[CH:12]=[C:11]([CH:10]=[CH:9][CH:8]=1)[NH2:34])=[O:5])[CH3:2]. The yield is 0.830. (5) The reactants are [SH:1][CH2:2][CH2:3][CH2:4][C:5]([OH:7])=[O:6].[CH:8]1[CH:13]=[C:12]([S:14][S:14][C:12]2[N:11]=[CH:10][CH:9]=[CH:8][CH:13]=2)[N:11]=[CH:10][CH:9]=1.C(O)(=O)C. The catalyst is C(O)C. The product is [N:11]1[CH:10]=[CH:9][CH:8]=[CH:13][C:12]=1[S:14][S:1][CH2:2][CH2:3][CH2:4][C:5]([OH:7])=[O:6]. The yield is 0.700.